Dataset: Drug-target binding data from BindingDB using Ki measurements. Task: Regression. Given a target protein amino acid sequence and a drug SMILES string, predict the binding affinity score between them. We predict pKi (pKi = -log10(Ki in M); higher means stronger inhibition). Dataset: bindingdb_ki. (1) The pKi is 2.2. The compound is OC[C@H]1OC(O)[C@H](O)[C@@H](O)[C@H]1O. The target protein sequence is LRNATQRMFEIDYSRDSFLKDGQPFRYISGSIHYSRVPRFYWKDRLLKMKMAGLNAIQTYVPWNFHEPWPGQYQFSEDHDVEYFLRLAHELGLLVILRPGPYICAEWEMGGLPAWLLEKESILLRSSDPDYLAAVDKWLGVLLPKMKPLLYQNGGPVITVQVENEYGSYFACDFDYLCFLQKRFRHHLGDDVVLFTTDGAHKTFLKCGALQGLYTTVDFGTGSNITDAFLSQRKCEPKGPLINSEFYTGWLDHWGQPHSTIKTEAVASSLYDILARGASVNLYMFIGGTNFAYWNGANSPYAAQPTSYDYDAPLSEAGDLTEKYFALRNIIQKFEKVPEGPIPPSTPKFAYGKVTLEKLKTVGAALDILCPSGPIKSLYPLTFIQVKQHYGFVLYRTTLPQDCSNPAPLSSPLNGVHDRAYVAVDGIPQGVLERNNVITLNITGKAGATLDLLVENMGRVNYGAYINDFKGLVSNLTLSSNILTDWTIFPLDTEDAVRSH.... (2) The drug is CC[C@H](C)[C@H](NC(=O)[C@H](CCCCN)NC(=O)[C@@H](NC(=O)[C@H](CCCCN)NC(=O)[C@H](CCCCN)NC(=O)CNC(=O)[C@H](CO)NC(=O)[C@H](C)NC(=O)[C@@H](NC(=O)[C@H](Cc1cnc[nH]1)NC(=O)[C@H](Cc1ccccc1)NC(=O)CN)[C@@H](C)O)C(C)C)C(=O)N[C@@H](C)C(=O)N[C@@H](CCCCN)C(=O)N[C@@H](CCC(=O)O)C(=O)N[C@@H](CO)C(=O)N[C@@H](CC(C)C)C(=O)N[C@@H](CC(=O)O)C(=O)N[C@@H](CCCCN)C(=O)N[C@H](C(=O)N[C@@H](CCCCN)C(=O)N[C@@H](CC(N)=O)C(=O)N[C@@H](CC(C)C)C(=O)N[C@@H](Cc1ccccc1)C(=O)O)C(C)C. The target protein (Q06609) has sequence MAMQMQLEANADTSVEEESFGPQPISRLEQCGINANDVKKLEEAGFHTVEAVAYAPKKELINIKGISEAKADKILAEAAKLVPMGFTTATEFHQRRSEIIQITTGSKELDKLLQGGIETGSITEMFGEFRTGKTQICHTLAVTCQLPIDRGGGEGKAMYIDTEGTFRPERLLAVAERYGLSGSDVLDNVAYARAFNTDHQTQLLYQASAMMVESRYALLIVDSATALYRTDYSGRGELSARQMHLARFLRMLLRLADEFGVAVVITNQVVAQVDGAAMFAADPKKPIGGNIIAHASTTRLYLRKGRGETRICKIYDSPCLPEAEAMFAINADGVGDAKD. The pKi is 5.0. (3) The drug is CC(C)C[C@H]1NC(=O)[C@H](CCCN)NC(=O)[C@H](C(C)C)NC(=O)[C@@H](Cc2ccc(O)cc2)N[C@H](CCC(=O)O)C(=O)N[C@@H](CC(N)=O)C(=O)[C@@H](Cc2ccccc2)NC(=O)[C@H](Cc2ccccc2)NC(=O)[C@@H]2CCCN2C(=O)[C@@H](Cc2ccccc2)NC1=O. The pKi is 5.7. The target protein (P06935) has sequence MSKKPGGPGKNRAVNMLKRGMPRGLSLIGLKRAMLSLIDGKGPIRFVLALLAFFRFTAIAPTRAVLDRWRGVNKQTAMKHLLSFKKELGTLTSAINRRSTKQKKRGGTAGFTILLGLIACAGAVTLSNFQGKVMMTVNATDVTDVITIPTAAGKNLCIVRAMDVGYLCEDTITYECPVLAAGNDPEDIDCWCTKSSVYVRYGRCTKTRHSRRSRRSLTVQTHGESTLANKKGAWLDSTKATRYLVKTESWILRNPGYALVAAVIGWMLGSNTMQRVVFAILLLLVAPAYSFNCLGMSNRDFLEGVSGATWVDLVLEGDSCVTIMSKDKPTIDVKMMNMEAANLADVRSYCYLASVSDLSTRAACPTMGEAHNEKRADPAFVCKQGVVDRGWGNGCGLFGKGSIDTCAKFACTTKATGWIIQKENIKYEVAIFVHGPTTVESHGKIGATQAGRFSITPSAPSYTLKLGEYGEVTVDCEPRSGIDTSAYYVMSVGEKSFLVH.... (4) The compound is Cc1c2c(=O)n(-c3cccc(Cl)c3)[nH]c2cc(=O)n1C. The target protein (Q9NPH5) has sequence MAVSWRSWLANEGVKHLCLFIWLSMNVLLFWKTFLLYNQGPEYHYLHQMLGLGLCLSRASASVLNLNCSLILLPMCRTLLAYLRGSQKVPSRRTRRLLDKSRTFHITCGVTICIFSGVHVAAHLVNALNFSVNYSEDFVELNAARYRDEDPRKLLFTTVPGLTGVCMVVVLFLMITASTYAIRVSNYDIFWYTHNLFFVFYMLLTLHVSGGLLKYQTNLDTHPPGCISLNRTSSQNISLPEYFSEHFHEPFPEGFSKPAEFTQHKFVKICMEEPRFQANFPQTWLWISGPLCLYCAERLYRYIRSNKPVTIISVMSHPSDVMEIRMVKENFKARPGQYITLHCPSVSALENHPFTLTMCPTETKATFGVHLKIVGDWTERFRDLLLPPSSQDSEILPFIQSRNYPKLYIDGPFGSPFEESLNYEVSLCVAGGIGVTPFASILNTLLDDWKPYKLRRLYFIWVCRDIQSFRWFADLLCMLHNKFWQENRPDYVNIQLYLSQ.... The pKi is 6.5. (5) The compound is O=C(Nc1ccc(Cl)cn1)[C@H]1CN(CC(F)F)C[C@@H]1C(=O)Nc1ccc(-n2ccccc2=O)cc1F. The target protein (Q63207) has sequence MESPVRLSLLYVVLASLLLPGRSVFINRERANNVLQRIRRANSFFEEIKKGNLERECVEEICSFEEAREVFEDNEKTTEFWNKYEDGDQCESSPCQNQGECRDGLGSYTCTCTEGFEGKNCELFVRKLCSLDNGDCDQFCREEQNSVVCSCAKGYFLGNDGKSCLSTAPFPCGKTNKGRAKRSVALNTSNSEPDPEDLMPDADILYPTESPSELLNLNKTEPEANSDDVIRIVGGQECKRGECPWQALLFSDEETDGFCGGTILNEFYILTAAHCLHQAKRFKVRVGDLNTEQEDGGEMVHEVDMIIKHNKFQRDTYDFDIAMLRLKTPITFRENVAPACLPQKDWAEATLMTQKTGIVSGFGRTHEKGRQSKVLKMMEVPYVDRNTCRLSTSFSITQNMFCAGYDAKQEDACQGDSGGPHVTRFKDTYFVTGIVSWGEGCARKGKYGIYTKVTAFLKWIDRSMKARVGPTSETPRLTHPPY. The pKi is 7.0. (6) The compound is O=C1C(O)C(O)CC(O)(C(=O)[O-])C1Br. The target protein (P05194) has sequence MKTVTVKDLVIGTGAPKIIVSLMAKDIASVKSEALAYREADFDILEWRVDHYADLSNVESVMAAAKILRETMPEKPLLFTFRSAKEGGEQAISTEAYIALNRAAIDSGLVDMIDLELFTGDDQVKETVAYAHAHDVKVVMSNHDFHKTPEAEEIIARLRKMQSFDADIPKIALMPQSTSDVLTLLAATLEMQEQYADRPIITMSMAKTGVISRLAGEVFGSAATFGAVKKASAPGQISVNDLRTVLTILHQA. The pKi is 2.4. (7) The small molecule is O=C(O)Cc1ccccc1Nc1c(Cl)cccc1Cl. The target protein (Q9HAW7) has sequence MARAGWTGLLPLYVCLLLTCGFAKAGKLLVVPMDGSHWFTMQSVVEKLILRGHEVVVVMPEVSWQLGRSLNCTVKTYSTSYTLEDQDREFMVFADARWTAPLRSAFSLLTSSSNGIFDLFFSNCRSLFNDRKLVEYLKESCFDAVFLDPFDACGLIVAKYFSLPSVVFARGIFCHYLEEGAQCPAPLSYVPRLLLGFSDAMTFKERVWNHIMHLEEHLFCPYFFKNVLEIASEILQTPVTAYDLYSHTSIWLLRTDFVLEYPKPVMPNMIFIGGINCHQGKPVPMEFEAYINASGEHGIVVFSLGSMVSEIPEKKAMAIADALGKIPQTVLWRYTGTRPSNLANNTILVKWLPQNDLLGHPMTRAFITHAGSHGVYESICNGVPMVMMPLFGDQMDNAKRMETKGAGVTLNVLEMTSEDLENALKAVINDKSYKENIMRLSSLHKDRPVEPLDLAVFWVEFVMRHKGAPHLRPAAHDLTWYQYHSLDVIGFLLAVVLTVA.... The pKi is 4.7.